From a dataset of Forward reaction prediction with 1.9M reactions from USPTO patents (1976-2016). Predict the product of the given reaction. (1) Given the reactants [Br:1][C:2]1[CH:3]=[C:4]2[C:9](=[CH:10][CH:11]=1)[CH:8]=[C:7]([C:12]([OH:14])=O)[CH:6]=[CH:5]2.S(Cl)([Cl:17])=O, predict the reaction product. The product is: [Br:1][C:2]1[CH:3]=[C:4]2[C:9](=[CH:10][CH:11]=1)[CH:8]=[C:7]([C:12]([Cl:17])=[O:14])[CH:6]=[CH:5]2. (2) Given the reactants [C:1]1([C@H:7]([O:9][C:10](=[O:19])[NH:11][C:12]2[CH:17]=[CH:16][CH:15]=[CH:14][C:13]=2Br)[CH3:8])[CH:6]=[CH:5][CH:4]=[CH:3][CH:2]=1.[OH:20][C:21]1[CH:26]=[CH:25][C:24](B(O)O)=[CH:23][CH:22]=1, predict the reaction product. The product is: [C:1]1([C@H:7]([O:9][C:10](=[O:19])[NH:11][C:12]2[CH:17]=[CH:16][CH:15]=[CH:14][C:13]=2[C:24]2[CH:25]=[CH:26][C:21]([OH:20])=[CH:22][CH:23]=2)[CH3:8])[CH:6]=[CH:5][CH:4]=[CH:3][CH:2]=1. (3) Given the reactants O.[OH-].[Li+].[CH2:4]([O:6][C:7]1[CH:12]=[C:11]([CH2:13][N:14]2[CH2:17][C:16]3([CH2:21][C:20]([C:22]45[CH2:28][C:25]([C:29]([O:31]C)=[O:30])([CH2:26][CH2:27]4)[CH2:24][CH2:23]5)=[N:19][O:18]3)[CH2:15]2)[CH:10]=[C:9]([O:33][CH2:34][CH3:35])[C:8]=1[C:36]1[CH:41]=[CH:40][C:39]([F:42])=[CH:38][CH:37]=1)[CH3:5], predict the reaction product. The product is: [CH2:34]([O:33][C:9]1[CH:10]=[C:11]([CH2:13][N:14]2[CH2:15][C:16]3([CH2:21][C:20]([C:22]45[CH2:28][C:25]([C:29]([OH:31])=[O:30])([CH2:26][CH2:27]4)[CH2:24][CH2:23]5)=[N:19][O:18]3)[CH2:17]2)[CH:12]=[C:7]([O:6][CH2:4][CH3:5])[C:8]=1[C:36]1[CH:41]=[CH:40][C:39]([F:42])=[CH:38][CH:37]=1)[CH3:35]. (4) Given the reactants [Br:1][C:2]1[CH:3]=[CH:4][C:5]([O:32][C:33]([C:36]([O:38]CC)=[O:37])([CH3:35])[CH3:34])=[C:6]([CH:8]2[C:13]3([C:21]4[C:16](=[CH:17][C:18]([Cl:22])=[CH:19][CH:20]=4)[NH:15][C:14]3=[O:23])[CH:12]([C:24]3[CH:29]=[CH:28][CH:27]=[C:26]([Cl:30])[CH:25]=3)[CH2:11][C:10](=[O:31])[NH:9]2)[CH:7]=1.[OH-].[Na+], predict the reaction product. The product is: [Br:1][C:2]1[CH:3]=[CH:4][C:5]([O:32][C:33]([C:36]([OH:38])=[O:37])([CH3:34])[CH3:35])=[C:6]([CH:8]2[C:13]3([C:21]4[C:16](=[CH:17][C:18]([Cl:22])=[CH:19][CH:20]=4)[NH:15][C:14]3=[O:23])[CH:12]([C:24]3[CH:29]=[CH:28][CH:27]=[C:26]([Cl:30])[CH:25]=3)[CH2:11][C:10](=[O:31])[NH:9]2)[CH:7]=1. (5) Given the reactants [F:1][C:2]1([F:29])[CH2:7][CH2:6][N:5]([C:8]([C:10]2[NH:11][C:12]3[C:17]([CH:18]=2)=[CH:16][C:15]([C:19]([N:21]2[CH2:25][CH2:24][CH:23]([N:26]([CH3:28])[CH3:27])[CH2:22]2)=[O:20])=[CH:14][CH:13]=3)=[O:9])[CH2:4][CH2:3]1.[H-].[Na+].[CH:32]1([CH2:35]Br)[CH2:34][CH2:33]1, predict the reaction product. The product is: [CH:32]1([CH2:35][N:11]2[C:12]3[C:17](=[CH:16][C:15]([C:19]([N:21]4[CH2:25][CH2:24][CH:23]([N:26]([CH3:27])[CH3:28])[CH2:22]4)=[O:20])=[CH:14][CH:13]=3)[CH:18]=[C:10]2[C:8]([N:5]2[CH2:6][CH2:7][C:2]([F:1])([F:29])[CH2:3][CH2:4]2)=[O:9])[CH2:34][CH2:33]1. (6) Given the reactants C(Cl)(=O)C(Cl)=O.CS(C)=O.[CH2:11]([O:18][C:19]([NH:21][CH2:22][CH:23]([OH:26])[CH2:24][CH3:25])=[O:20])[C:12]1[CH:17]=[CH:16][CH:15]=[CH:14][CH:13]=1.C(N(CC)CC)C, predict the reaction product. The product is: [CH2:11]([O:18][C:19]([NH:21][CH2:22][C:23](=[O:26])[CH2:24][CH3:25])=[O:20])[C:12]1[CH:17]=[CH:16][CH:15]=[CH:14][CH:13]=1. (7) Given the reactants [OH:1]OS([O-])=O.[K+].[CH:7]([N:10]1[C:14]([C:15]2[CH:20]=[CH:19][N:18]=[C:17]([NH:21][C:22]3[CH:27]=[CH:26][C:25]([S:28][CH2:29][CH2:30][CH2:31][N:32]4[CH2:37][CH2:36][O:35][CH2:34][CH2:33]4)=[CH:24][CH:23]=3)[N:16]=2)=[CH:13][N:12]=[C:11]1[CH3:38])([CH3:9])[CH3:8].S(S([O-])=O)([O-])(=O)=O.[Na+].[Na+].[OH2:48], predict the reaction product. The product is: [CH:7]([N:10]1[C:14]([C:15]2[CH:20]=[CH:19][N:18]=[C:17]([NH:21][C:22]3[CH:23]=[CH:24][C:25]([S:28]([CH2:29][CH2:30][CH2:31][N:32]4[CH2:33][CH2:34][O:35][CH2:36][CH2:37]4)(=[O:1])=[O:48])=[CH:26][CH:27]=3)[N:16]=2)=[CH:13][N:12]=[C:11]1[CH3:38])([CH3:8])[CH3:9].